Dataset: Forward reaction prediction with 1.9M reactions from USPTO patents (1976-2016). Task: Predict the product of the given reaction. (1) Given the reactants [Cl:1][C:2]1[N:7]=[C:6](Cl)[C:5]([Cl:9])=[CH:4][N:3]=1.Cl[C:11]1C(C)=NC(C)=NC=1, predict the reaction product. The product is: [Cl:1][C:2]1[N:7]=[C:6]([CH3:11])[C:5]([Cl:9])=[CH:4][N:3]=1. (2) Given the reactants [N-:1]=[C:2]=[S:3].[Br:4][C:5]1[CH:10]=[CH:9][CH:8]=[CH:7][C:6]=1[Cl:11].[CH2:12]([O:14][C:15]1[CH:16]=[C:17]([C:21]([NH:23][NH2:24])=O)[CH:18]=[CH:19][CH:20]=1)[CH3:13], predict the reaction product. The product is: [Br:4][C:5]1[CH:10]=[CH:9][C:8]([NH:1][C:2]2[S:3][C:21]([C:17]3[CH:18]=[CH:19][CH:20]=[C:15]([O:14][CH2:12][CH3:13])[CH:16]=3)=[N:23][N:24]=2)=[CH:7][C:6]=1[Cl:11].